From a dataset of Forward reaction prediction with 1.9M reactions from USPTO patents (1976-2016). Predict the product of the given reaction. (1) Given the reactants Br[C:2]1[C:3]([N:14]2[CH2:18][CH2:17][C:16]([F:20])([F:19])[CH2:15]2)=[CH:4][C:5]([O:12][CH3:13])=[C:6]([CH:11]=1)[C:7]([O:9][CH3:10])=[O:8].[CH:21]1(B(O)O)[CH2:23][CH2:22]1, predict the reaction product. The product is: [CH:21]1([C:2]2[C:3]([N:14]3[CH2:18][CH2:17][C:16]([F:20])([F:19])[CH2:15]3)=[CH:4][C:5]([O:12][CH3:13])=[C:6]([CH:11]=2)[C:7]([O:9][CH3:10])=[O:8])[CH2:23][CH2:22]1. (2) The product is: [CH2:17]([C@@H:15]1[CH2:16][C@:14]1([NH:13][C:12]([C@@H:10]1[CH2:11][C@:3]2([C:2]([CH3:39])([CH3:1])[C:4]32[CH2:7][CH2:6][CH2:5]3)[CH2:8][N:9]1[C:32]([O:34][C:35]([CH3:36])([CH3:37])[CH3:38])=[O:33])=[O:31])[C:19](=[O:30])[NH:20][S:21]([C:24]1([CH2:27][CH2:28][CH3:29])[CH2:25][CH2:26]1)(=[O:23])=[O:22])[CH3:18]. Given the reactants [CH3:1][C:2]1([CH3:39])[C:4]2([CH2:7][CH2:6][CH2:5]2)[C@:3]21[CH2:11][C@@H:10]([C:12](=[O:31])[NH:13][C@:14]1([C:19](=[O:30])[NH:20][S:21]([C:24]3([CH2:27][CH2:28][CH3:29])[CH2:26][CH2:25]3)(=[O:23])=[O:22])[CH2:16][C@H:15]1[CH:17]=[CH2:18])[N:9]([C:32]([O:34][C:35]([CH3:38])([CH3:37])[CH3:36])=[O:33])[CH2:8]2.N(C([O-])=O)=NC([O-])=O.[K+].[K+].C(O)(=O)C, predict the reaction product. (3) Given the reactants [Cl:1][C:2]1[CH:7]=[CH:6][C:5]([NH:8][C:9](=[O:15])[O:10][C:11]([CH3:14])([CH3:13])[CH3:12])=[CH:4][CH:3]=1.C([Li])(CC)C.[CH3:21][O:22][C:23]1[C:24]([CH3:31])=[C:25]([CH:28]=[CH:29][CH:30]=1)[CH:26]=[O:27].[Cl-].[NH4+], predict the reaction product. The product is: [Cl:1][C:2]1[CH:3]=[CH:4][C:5]([NH:8][C:9](=[O:15])[O:10][C:11]([CH3:12])([CH3:14])[CH3:13])=[C:6]([CH:26]([OH:27])[C:25]2[CH:28]=[CH:29][CH:30]=[C:23]([O:22][CH3:21])[C:24]=2[CH3:31])[CH:7]=1. (4) Given the reactants [NH:1]1[CH:5]=[C:4]([C:6]2[O:10][N:9]=[C:8]([C:11]3([C:15]4[CH:16]=[CH:17][C:18]([C:21]5N=[CH:23][C:24]([NH2:27])=[N:25][CH:26]=5)=[N:19][CH:20]=4)[CH2:14][CH2:13][CH2:12]3)[N:7]=2)[CH:3]=[N:2]1.[C:28](=O)([O-])[O-].[K+].[K+].O.C[CH2:36][O:37][C:38]([CH3:40])=O, predict the reaction product. The product is: [O:37]1[CH2:36][CH:40]([N:1]2[CH:5]=[C:4]([C:6]3[O:10][N:9]=[C:8]([C:11]4([C:15]5[CH:16]=[CH:17][C:18]([C:21]6[CH:26]=[N:25][C:24]([NH2:27])=[CH:23][CH:28]=6)=[N:19][CH:20]=5)[CH2:12][CH2:13][CH2:14]4)[N:7]=3)[CH:3]=[N:2]2)[CH2:38]1. (5) Given the reactants C([O:8][C:9]1[CH:18]=[C:17]2[C:12]([C:13]([O:19][C:20]3[CH:25]=[CH:24][C:23]([NH:26][C:27]([NH:29][C:30]4[CH:35]=[CH:34][CH:33]=[C:32]([S:36]([CH3:39])(=[O:38])=[O:37])[CH:31]=4)=[O:28])=[CH:22][CH:21]=3)=[CH:14][CH:15]=[N:16]2)=[CH:11][C:10]=1[C:40]#[N:41])C1C=CC=CC=1.C1(SC)C=CC=CC=1, predict the reaction product. The product is: [C:40]([C:10]1[CH:11]=[C:12]2[C:17](=[CH:18][C:9]=1[OH:8])[N:16]=[CH:15][CH:14]=[C:13]2[O:19][C:20]1[CH:25]=[CH:24][C:23]([NH:26][C:27]([NH:29][C:30]2[CH:35]=[CH:34][CH:33]=[C:32]([S:36]([CH3:39])(=[O:38])=[O:37])[CH:31]=2)=[O:28])=[CH:22][CH:21]=1)#[N:41]. (6) Given the reactants Cl.[NH2:2][CH2:3][C:4]1[CH:5]=[C:6]2[C:10](=[CH:11][CH:12]=1)[C:9](=[O:13])[N:8]([CH:14]1[CH2:19][CH2:18][C:17](=[O:20])[NH:16][C:15]1=[O:21])[CH2:7]2.Cl.[N:23]1[CH:28]=[CH:27][CH:26]=[CH:25][C:24]=1[C:29](Cl)=[O:30].C(N(CC)CC)C.O, predict the reaction product. The product is: [O:21]=[C:15]1[CH:14]([N:8]2[CH2:7][C:6]3[C:10](=[CH:11][CH:12]=[C:4]([CH2:3][NH:2][C:29]([C:24]4[CH:25]=[CH:26][CH:27]=[CH:28][N:23]=4)=[O:30])[CH:5]=3)[C:9]2=[O:13])[CH2:19][CH2:18][C:17](=[O:20])[NH:16]1. (7) Given the reactants Br[CH2:2][CH2:3][CH2:4][CH2:5][O:6][C:7]1[CH:8]=[C:9]2[C:13](=[CH:14][C:15]=1[F:16])[N:12]([C:17]1[CH:22]=[CH:21][C:20]([Cl:23])=[CH:19][CH:18]=1)[CH:11]=[CH:10]2.[CH2:24]([CH2:27][NH2:28])[CH:25]=C.[OH-].[Na+].[CH3:31]N(C=O)C, predict the reaction product. The product is: [CH2:27]([N:28]([CH2:2][CH2:3][CH2:4][CH2:5][O:6][C:7]1[CH:8]=[C:9]2[C:13](=[CH:14][C:15]=1[F:16])[N:12]([C:17]1[CH:22]=[CH:21][C:20]([Cl:23])=[CH:19][CH:18]=1)[CH:11]=[CH:10]2)[CH3:31])[CH:24]=[CH2:25].